This data is from Forward reaction prediction with 1.9M reactions from USPTO patents (1976-2016). The task is: Predict the product of the given reaction. (1) Given the reactants C(O[C:6]([CH:8]1[CH2:13][CH2:12][CH2:11][N:10]([C:14](=[O:55])[C@@H:15]([NH:31][C:32](=[O:54])[C@@H:33]([NH:37][C:38](=[O:53])[C@H:39]([CH3:52])[C@H:40]([O:50][CH3:51])[C@@H:41]([CH3:49])[C@@H:42]([O:47][CH3:48])/[CH:43]=[CH:44]/[CH:45]=[CH2:46])[CH:34]([CH3:36])[CH3:35])[CH2:16][C:17]2[CH:22]=[CH:21][CH:20]=[C:19]([O:23][Si:24]([C:27]([CH3:30])([CH3:29])[CH3:28])([CH3:26])[CH3:25])[CH:18]=2)[NH:9]1)=[O:7])CC=C.C(OC([C@@H:63]1[CH2:68][CH2:67][CH2:66][N:64]([C:63](=O)[C@@H:68]([NH:64][C:63](=O)[C@@H:68](NC(OC(C)(C)C)=O)[CH:67](C)[CH3:66])[CH2:67][C:66]2C=CC=C(O[Si](C(C)(C)C)(C)C)C=2)[NH:64]1)=O)CC=C, predict the reaction product. The product is: [CH2:63]([NH:64][C:6]([C@@H:8]1[CH2:13][CH2:12][CH2:11][N:10]([C:14](=[O:55])[C@@H:15]([NH:31][C:32](=[O:54])[C@@H:33]([NH:37][C:38](=[O:53])[C@H:39]([CH3:52])[C@H:40]([O:50][CH3:51])[C@@H:41]([CH3:49])[C@@H:42]([O:47][CH3:48])/[CH:43]=[CH:44]/[CH:45]=[CH2:46])[CH:34]([CH3:35])[CH3:36])[CH2:16][C:17]2[CH:22]=[CH:21][CH:20]=[C:19]([O:23][Si:24]([C:27]([CH3:28])([CH3:29])[CH3:30])([CH3:25])[CH3:26])[CH:18]=2)[NH:9]1)=[O:7])[CH2:68][CH:67]=[CH2:66]. (2) Given the reactants [CH:1]([Si:4]([CH:15]([CH3:17])[CH3:16])([CH:12]([CH3:14])[CH3:13])[O:5][C:6]1[CH:7]=[N:8][CH:9]=[CH:10][CH:11]=1)([CH3:3])[CH3:2].[CH3:18][Sn:19]([CH3:25])([CH3:24])[Sn:19]([CH3:25])([CH3:24])[CH3:18], predict the reaction product. The product is: [CH:15]([Si:4]([CH:1]([CH3:3])[CH3:2])([CH:12]([CH3:14])[CH3:13])[O:5][C:6]1[CH:11]=[CH:10][C:9]([Sn:19]([CH3:25])([CH3:24])[CH3:18])=[N:8][CH:7]=1)([CH3:17])[CH3:16]. (3) Given the reactants [F:1][C:2]([F:25])([F:24])[C:3]1[N:8]=[CH:7][C:6]([NH:9][C@H:10]2[C@@H:15]3[CH2:16][C@@H:12]([CH2:13][N:14]3C(OC(C)(C)C)=O)[CH2:11]2)=[CH:5][CH:4]=1.Cl, predict the reaction product. The product is: [F:25][C:2]([F:1])([F:24])[C:3]1[N:8]=[CH:7][C:6]([NH:9][C@H:10]2[C@@H:15]3[CH2:16][C@@H:12]([CH2:13][NH:14]3)[CH2:11]2)=[CH:5][CH:4]=1. (4) Given the reactants [ClH:1].[CH3:2][C:3]1[C:8]([N+:9]([O-])=O)=[C:7]([NH:12][C:13]2[CH:31]=[CH:30][C:16]([CH2:17][CH2:18][NH:19][C:20](=[O:29])[O:21][CH2:22][C:23]3[CH:28]=[CH:27][CH:26]=[CH:25][CH:24]=3)=[CH:15][CH:14]=2)[CH:6]=[C:5]([CH3:32])[N:4]=1, predict the reaction product. The product is: [ClH:1].[NH2:9][C:8]1[C:3]([CH3:2])=[N:4][C:5]([CH3:32])=[CH:6][C:7]=1[NH:12][C:13]1[CH:14]=[CH:15][C:16]([CH2:17][CH2:18][NH:19][C:20](=[O:29])[O:21][CH2:22][C:23]2[CH:24]=[CH:25][CH:26]=[CH:27][CH:28]=2)=[CH:30][CH:31]=1. (5) Given the reactants [NH2:1][C:2]1[C:3]2[S:10][CH:9]=[C:8]([C:11]([NH:13][C:14]3[C:23]([CH3:24])=[CH:22][CH:21]=[C:20]4[C:15]=3[CH:16]=[CH:17][N:18]=[C:19]4[NH:25][C:26]3[CH:31]=[CH:30][C:29]([CH2:32][N:33]4[CH2:38][CH2:37][N:36]([CH2:39][CH3:40])[CH2:35][CH2:34]4)=[C:28]([C:41]([F:44])([F:43])[F:42])[CH:27]=3)=[O:12])[C:4]=2[N:5]=[CH:6][N:7]=1.[CH3:45]NC1C2SC=C(C(O)=O)C=2N=CN=1, predict the reaction product. The product is: [CH2:39]([N:36]1[CH2:35][CH2:34][N:33]([CH2:32][C:29]2[CH:30]=[CH:31][C:26]([NH:25][C:19]3[C:20]4[C:15](=[C:14]([NH:13][C:11]([C:8]5[C:4]6[N:5]=[CH:6][N:7]=[C:2]([NH:1][CH3:45])[C:3]=6[S:10][CH:9]=5)=[O:12])[C:23]([CH3:24])=[CH:22][CH:21]=4)[CH:16]=[CH:17][N:18]=3)=[CH:27][C:28]=2[C:41]([F:43])([F:44])[F:42])[CH2:38][CH2:37]1)[CH3:40]. (6) Given the reactants [CH2:1]([N:3]([CH2:22][CH3:23])[C:4]1[CH:20]=[CH:19][C:7]([C:8]([C:10]2[CH:18]=[CH:17][CH:16]=[CH:15][C:11]=2[C:12]([OH:14])=[O:13])=[O:9])=[C:6]([OH:21])[CH:5]=1)[CH3:2].Cl.CN(C)[CH2:27][CH2:28][CH2:29]N=C=NCC.C(N(C(C)C)C(C)C)C.C(OCC)(=O)C, predict the reaction product. The product is: [CH2:29]([O:13][C:12](=[O:14])[C:11]1[CH:15]=[CH:16][CH:17]=[CH:18][C:10]=1[C:8](=[O:9])[C:7]1[CH:19]=[CH:20][C:4]([N:3]([CH2:1][CH3:2])[CH2:22][CH3:23])=[CH:5][C:6]=1[OH:21])[C:28]#[CH:27].